This data is from Reaction yield outcomes from USPTO patents with 853,638 reactions. The task is: Predict the reaction yield, written as a fraction of the theoretical maximum amount of product (1.0 means a 100% yield; for example, 0.34 means a 34% yield). The reactants are [CH3:1][CH2:2][O:3][C:4]([CH:6](P(OCC)(OCC)=O)[F:7])=[O:5].C([Li])CCC.[C:21]([NH:28][CH2:29][CH:30]=O)([O:23][C:24]([CH3:27])([CH3:26])[CH3:25])=[O:22].O. The catalyst is C1COCC1. The product is [C:24]([O:23][C:21]([NH:28][CH2:29]/[CH:30]=[C:6](/[F:7])\[C:4]([O:3][CH2:2][CH3:1])=[O:5])=[O:22])([CH3:27])([CH3:26])[CH3:25]. The yield is 0.850.